From a dataset of Full USPTO retrosynthesis dataset with 1.9M reactions from patents (1976-2016). Predict the reactants needed to synthesize the given product. (1) Given the product [Cl:1][C:2]1[N:7]=[C:6]([C:8]2[S:40][C:36]([CH2:37][CH3:38])=[N:39][C:9]=2[C:11]2[CH:12]=[C:13]([NH:17][C:18](=[O:27])[C:19]3[C:24]([F:25])=[CH:23][CH:22]=[CH:21][C:20]=3[F:26])[CH:14]=[CH:15][CH:16]=2)[CH:5]=[CH:4][N:3]=1, predict the reactants needed to synthesize it. The reactants are: [Cl:1][C:2]1[N:7]=[C:6]([CH2:8][C:9]([C:11]2[CH:12]=[C:13]([NH:17][C:18](=[O:27])[C:19]3[C:24]([F:25])=[CH:23][CH:22]=[CH:21][C:20]=3[F:26])[CH:14]=[CH:15][CH:16]=2)=O)[CH:5]=[CH:4][N:3]=1.C1C(=O)N(Br)C(=O)C1.[C:36](=[S:40])([NH2:39])[CH2:37][CH3:38]. (2) Given the product [NH2:1][C:4]1[CH:5]=[N:6][CH:7]=[CH:8][C:9]=1[C@H:10]1[O:15][C@H:14]([CH2:16][CH2:17][C:18]([O:20][CH2:21][CH3:22])=[O:19])[C@@H:13]([O:23][Si:24]([CH:25]([CH3:27])[CH3:26])([CH:31]([CH3:32])[CH3:33])[CH:28]([CH3:29])[CH3:30])[C@H:12]([O:34][Si:35]([CH:36]([CH3:37])[CH3:38])([CH:39]([CH3:41])[CH3:40])[CH:42]([CH3:44])[CH3:43])[CH2:11]1, predict the reactants needed to synthesize it. The reactants are: [N+:1]([C:4]1[CH:5]=[N:6][CH:7]=[CH:8][C:9]=1[C:10]1[O:15][C@H:14](/[CH:16]=[CH:17]/[C:18]([O:20][CH2:21][CH3:22])=[O:19])[C@@H:13]([O:23][Si:24]([CH:31]([CH3:33])[CH3:32])([CH:28]([CH3:30])[CH3:29])[CH:25]([CH3:27])[CH3:26])[C@H:12]([O:34][Si:35]([CH:42]([CH3:44])[CH3:43])([CH:39]([CH3:41])[CH3:40])[CH:36]([CH3:38])[CH3:37])[CH:11]=1)([O-])=O.